From a dataset of Reaction yield outcomes from USPTO patents with 853,638 reactions. Predict the reaction yield, written as a fraction of the theoretical maximum amount of product (1.0 means a 100% yield; for example, 0.34 means a 34% yield). (1) The reactants are [CH3:1][O:2][C:3]1[CH:4]=[C:5]([N:23]2[CH2:27][CH2:26][C:25]([Se]C3C=CC=CC=3)([O:28][C:29]3[CH:34]=[CH:33][C:32]([O:35][C:36]([F:39])([F:38])[F:37])=[CH:31][CH:30]=3)[C:24]2=[O:47])[CH:6]=[CH:7][C:8]=1[O:9][CH2:10][C:11]([CH3:22])([O:13][CH2:14][O:15][CH2:16][CH2:17][Si:18]([CH3:21])([CH3:20])[CH3:19])[CH3:12].OO. The catalyst is C(Cl)Cl.O. The product is [CH3:1][O:2][C:3]1[CH:4]=[C:5]([N:23]2[CH2:27][CH:26]=[C:25]([O:28][C:29]3[CH:34]=[CH:33][C:32]([O:35][C:36]([F:37])([F:39])[F:38])=[CH:31][CH:30]=3)[C:24]2=[O:47])[CH:6]=[CH:7][C:8]=1[O:9][CH2:10][C:11]([CH3:22])([O:13][CH2:14][O:15][CH2:16][CH2:17][Si:18]([CH3:21])([CH3:20])[CH3:19])[CH3:12]. The yield is 0.990. (2) The reactants are [I-].[C:2]([CH:5]1[CH2:10][CH2:9][N:8]([C:11]([O:13][C:14]([CH3:17])([CH3:16])[CH3:15])=[O:12])[CH2:7][CH:6]1[OH:18])(=[NH:4])[NH2:3].C[OH:20]. The catalyst is C([O-])(=O)C.[Ag+]. The product is [C:14]([OH:20])(=[O:13])[CH3:17].[C:2]([CH:5]1[CH2:10][CH2:9][N:8]([C:11]([O:13][C:14]([CH3:16])([CH3:15])[CH3:17])=[O:12])[CH2:7][CH:6]1[OH:18])(=[NH:3])[NH2:4]. The yield is 0.920. (3) The reactants are [Cl:1][C:2]1[S:6][C:5]([C:7]([O:9][CH3:10])=[O:8])=[CH:4][C:3]=1[C:11]1[N:15]([CH3:16])[N:14]=[CH:13][CH:12]=1.O.[B-](F)(F)(F)[F:19].[B-](F)(F)(F)F.C1[N+]2(CCl)CC[N+](F)(CC2)C1. The catalyst is C(#N)C. The yield is 0.243. The product is [Cl:1][C:2]1[S:6][C:5]([C:7]([O:9][CH3:10])=[O:8])=[CH:4][C:3]=1[C:11]1[N:15]([CH3:16])[N:14]=[CH:13][C:12]=1[F:19]. (4) The reactants are [CH2:1]1[CH2:14][O:13][C:3]2([CH:8]3[CH2:9][CH2:10][CH:4]2[C:5](=O)[C:6](=O)[CH2:7]3)[O:2]1.[CH2:15]([N:22]1[CH2:27][CH2:26][NH:25][CH2:24][CH2:23]1)[C:16]1[CH:21]=[CH:20][CH:19]=[CH:18][CH:17]=1.[BH4-].[Na+]. The catalyst is CO.CC(O[Ti](OC(C)C)(OC(C)C)OC(C)C)C. The product is [CH2:14]1[O:13][C:3]2([CH:8]3[CH2:9][CH2:10][CH:4]2[CH2:5][CH:6]([N:25]2[CH2:26][CH2:27][N:22]([CH2:15][C:16]4[CH:17]=[CH:18][CH:19]=[CH:20][CH:21]=4)[CH2:23][CH2:24]2)[CH2:7]3)[O:2][CH2:1]1. The yield is 0.620. (5) The reactants are [NH2:1][C:2]1[N:7]=[CH:6][N:5]=[C:4]2[N:8]([CH:12]([C:14]3[C:15]([O:28][CH2:29][CH3:30])=[C:16](/[CH:22]=[CH:23]/[C:24]([O:26][CH3:27])=[O:25])[C:17]([CH3:21])=[C:18]([Cl:20])[CH:19]=3)[CH3:13])[N:9]=[C:10]([CH3:11])[C:3]=12.N12CCCN=C1CCCCC2.[N+:42]([CH3:45])([O-:44])=[O:43]. No catalyst specified. The product is [NH2:1][C:2]1[N:7]=[CH:6][N:5]=[C:4]2[N:8]([CH:12]([C:14]3[C:15]([O:28][CH2:29][CH3:30])=[C:16]([CH:22]([CH2:45][N+:42]([O-:44])=[O:43])[CH2:23][C:24]([O:26][CH3:27])=[O:25])[C:17]([CH3:21])=[C:18]([Cl:20])[CH:19]=3)[CH3:13])[N:9]=[C:10]([CH3:11])[C:3]=12. The yield is 0.480. (6) The reactants are [C:1]([O:4][CH2:5][C:6]1[C:7]([C:21]([O:23][CH2:24][CH3:25])=[O:22])=[N:8][O:9][C:10]=1[C:11]1[CH:16]=[CH:15][CH:14]=[C:13](/[CH:17]=[CH:18]/[CH2:19][OH:20])[CH:12]=1)(=[O:3])[CH3:2].O[C:27]1[C:28]([OH:37])=[C:29]([CH:34]=[CH:35][CH:36]=1)[C:30]([O:32][CH3:33])=[O:31].C1C=CC(P(C2C=CC=CC=2)C2C=CC=CC=2)=CC=1.N#N.CCOC(/N=N/C(OCC)=O)=O. The catalyst is C1COCC1. The product is [C:1]([O:4][CH2:5][C:6]1[C:7]([C:21]([O:23][CH2:24][CH3:25])=[O:22])=[N:8][O:9][C:10]=1[C:11]1[CH:16]=[CH:15][CH:14]=[C:13](/[CH:17]=[CH:18]/[CH2:19][O:20][C:34]2[CH:35]=[CH:36][CH:27]=[C:28]([OH:37])[C:29]=2[C:30]([O:32][CH3:33])=[O:31])[CH:12]=1)(=[O:3])[CH3:2]. The yield is 0.430. (7) The reactants are Br[C:2]1[CH:7]=[CH:6][CH:5]=[CH:4][N:3]=1.[Li]CCCC.[O:13]=[C:14]1[CH2:19][CH2:18][N:17]([C:20]([O:22][CH2:23][C:24]2[CH:29]=[CH:28][CH:27]=[CH:26][CH:25]=2)=[O:21])[CH2:16][CH2:15]1. The catalyst is C1COCC1. The product is [OH:13][C:14]1([C:2]2[CH:7]=[CH:6][CH:5]=[CH:4][N:3]=2)[CH2:15][CH2:16][N:17]([C:20]([O:22][CH2:23][C:24]2[CH:29]=[CH:28][CH:27]=[CH:26][CH:25]=2)=[O:21])[CH2:18][CH2:19]1. The yield is 0.270.